Predict the reaction yield, written as a fraction of the theoretical maximum amount of product (1.0 means a 100% yield; for example, 0.34 means a 34% yield). From a dataset of Reaction yield outcomes from USPTO patents with 853,638 reactions. (1) The reactants are [Cl:1][C:2]1[CH:7]=[CH:6][C:5]([CH:8]=[C:9](NC(=O)C)[C:10]([OH:12])=[O:11])=[CH:4][CH:3]=1.Cl.C1C[O:21]CC1. No catalyst specified. The product is [Cl:1][C:2]1[CH:7]=[CH:6][C:5]([CH2:8][C:9](=[O:21])[C:10]([OH:12])=[O:11])=[CH:4][CH:3]=1. The yield is 0.773. (2) The yield is 0.820. The reactants are [CH3:1][C:2]1[CH:10]=[C:9]([CH3:11])[CH:8]=[C:7]([CH3:12])[C:3]=1[C:4]([OH:6])=[O:5].C(=O)([O-])[O-].[K+].[K+].[CH2:19](Br)[CH:20]=[CH2:21].O. The product is [CH3:1][C:2]1[CH:10]=[C:9]([CH3:11])[CH:8]=[C:7]([CH3:12])[C:3]=1[C:4]([O:6][CH2:21][CH:20]=[CH2:19])=[O:5]. The catalyst is CN(C=O)C.